Regression/Classification. Given a drug SMILES string, predict its toxicity properties. Task type varies by dataset: regression for continuous values (e.g., LD50, hERG inhibition percentage) or binary classification for toxic/non-toxic outcomes (e.g., AMES mutagenicity, cardiotoxicity, hepatotoxicity). Dataset: herg_karim. From a dataset of hERG potassium channel inhibition data for cardiac toxicity prediction from Karim et al.. (1) The drug is N#Cc1c(N2CCC(c3cc(F)cc(F)c3)CC2)ccn(CC2CC2)c1=O. The result is 1 (blocker). (2) The compound is COc1cccc(N2CCN(CCN3CCN(C(C)C)CC3)C2=O)c1. The result is 0 (non-blocker). (3) The molecule is COc1ccc(-c2ccc(CCCNc3ccc(CN4CCCCC4)cc3)nn2)cc1. The result is 1 (blocker). (4) The result is 0 (non-blocker). The drug is CO[C@@H]1COCC[C@@H]1N[C@@H]1CC[C@@](C(=O)N2CCN(c3ccnc(C(F)(F)F)n3)CC2)(C(C)C)C1. (5) The result is 1 (blocker). The molecule is Cc1cc(C)n(-c2cc(NC(=O)CN3CCN(C)CC3)nc(-c3ccc(C)o3)n2)n1. (6) The molecule is CN1CCC(CNc2ccc3ncc(-c4cccc(OC(F)(F)F)c4)n3n2)CC1. The result is 1 (blocker). (7) The compound is Cc1ccc(Cn2c([C@H]3CNCCS3)nc3ccccc32)cc1. The result is 1 (blocker). (8) The drug is CCCCCCCN(CC)CC#CCc1ccc(Cl)cc1. The result is 1 (blocker). (9) The drug is COc1ccc2c(Oc3ccc(NC(=O)c4c(C)n(CC(C)(C)O)n(-c5ccccc5)c4=O)nc3)ccnc2c1. The result is 0 (non-blocker). (10) The compound is COc1ccc(CN2C[C@@H]3CN(S(=O)(=O)c4ccc(Cl)cc4)CC[C@@H]3Oc3c(NC(=O)C4CC4)cccc3C2=O)cc1. The result is 0 (non-blocker).